Dataset: NCI-60 drug combinations with 297,098 pairs across 59 cell lines. Task: Regression. Given two drug SMILES strings and cell line genomic features, predict the synergy score measuring deviation from expected non-interaction effect. (1) Drug 1: CC12CCC3C(C1CCC2=O)CC(=C)C4=CC(=O)C=CC34C. Drug 2: C1=CC(=C2C(=C1NCCNCCO)C(=O)C3=C(C=CC(=C3C2=O)O)O)NCCNCCO. Cell line: NCI-H322M. Synergy scores: CSS=36.0, Synergy_ZIP=-1.07, Synergy_Bliss=1.79, Synergy_Loewe=-13.5, Synergy_HSA=3.93. (2) Drug 1: CCN(CC)CCCC(C)NC1=C2C=C(C=CC2=NC3=C1C=CC(=C3)Cl)OC. Drug 2: CCC1(C2=C(COC1=O)C(=O)N3CC4=CC5=C(C=CC(=C5CN(C)C)O)N=C4C3=C2)O.Cl. Cell line: OVCAR-5. Synergy scores: CSS=22.8, Synergy_ZIP=-8.98, Synergy_Bliss=-1.90, Synergy_Loewe=-12.8, Synergy_HSA=-2.07.